This data is from Full USPTO retrosynthesis dataset with 1.9M reactions from patents (1976-2016). The task is: Predict the reactants needed to synthesize the given product. (1) Given the product [O:29]=[C:27]1[NH:26][C:25](=[O:30])[CH:24]([CH2:23][C:22]2[CH:31]=[CH:32][C:19]([O:18][CH2:17][C:15]3[N:14]([CH3:33])[C:13]4[CH:34]=[C:9]([O:8][C:7]5[CH:35]=[CH:36][C:4]([NH:3][S:43]([C:40]6[CH:41]=[CH:42][C:37]([CH3:47])=[CH:38][CH:39]=6)(=[O:45])=[O:44])=[CH:5][CH:6]=5)[CH:10]=[CH:11][C:12]=4[N:16]=3)=[CH:20][CH:21]=2)[S:28]1, predict the reactants needed to synthesize it. The reactants are: Cl.Cl.[NH2:3][C:4]1[CH:36]=[CH:35][C:7]([O:8][C:9]2[CH:10]=[CH:11][C:12]3[N:16]=[C:15]([CH2:17][O:18][C:19]4[CH:32]=[CH:31][C:22]([CH2:23][CH:24]5[S:28][C:27](=[O:29])[NH:26][C:25]5=[O:30])=[CH:21][CH:20]=4)[N:14]([CH3:33])[C:13]=3[CH:34]=2)=[CH:6][CH:5]=1.[C:37]1([CH3:47])[CH:42]=[CH:41][C:40]([S:43](Cl)(=[O:45])=[O:44])=[CH:39][CH:38]=1.C(N(CC)CC)C. (2) Given the product [OH:1][CH:2]1[CH:6]([OH:7])[C@@H:5]([CH2:8][OH:9])[O:4][C@H:3]1[N:10]1[CH:18]=[N:17][C:16]2[C:11]1=[N:12][C:13]([N:25]1[CH:29]=[C:28]([C:30]#[N:32])[CH:27]=[N:26]1)=[N:14][C:15]=2[NH:19][CH:20]1[CH2:21][CH2:22][CH2:23][CH2:24]1, predict the reactants needed to synthesize it. The reactants are: [OH:1][C@@H:2]1[C@H:6]([OH:7])[C@@H:5]([CH2:8][OH:9])[O:4][CH:3]1[N:10]1[CH:18]=[N:17][C:16]2[C:11]1=[N:12][C:13]([N:25]1[CH:29]=[C:28]([C:30]([NH2:32])=O)[CH:27]=[N:26]1)=[N:14][C:15]=2[NH:19][CH:20]1[CH2:24][CH2:23][CH2:22][CH2:21]1.C(N(CC)CC)C.O=P(Cl)(Cl)Cl. (3) The reactants are: Br[C:2]1[N:7]=[C:6]([NH:8][CH2:9][C:10]2([F:16])[CH2:15][CH2:14][O:13][CH2:12][CH2:11]2)[CH:5]=[CH:4][CH:3]=1.[Cl:17][C:18]1[C:19](B(O)O)=[CH:20][C:21]([F:24])=[N:22][CH:23]=1.C(=O)([O-])[O-].[Na+].[Na+]. Given the product [Cl:17][C:18]1[C:19]([C:2]2[CH:3]=[CH:4][CH:5]=[C:6]([NH:8][CH2:9][C:10]3([F:16])[CH2:15][CH2:14][O:13][CH2:12][CH2:11]3)[N:7]=2)=[CH:20][C:21]([F:24])=[N:22][CH:23]=1, predict the reactants needed to synthesize it. (4) Given the product [CH:1]1([C:4]2[N:9]([CH2:31][C:32]3[CH:37]=[CH:36][CH:35]=[C:34]([C:38]([F:39])([F:40])[F:41])[C:33]=3[CH3:42])[C:8]3[N:10]=[C:11]([N:13]4[CH2:14][CH2:15][O:16][CH2:17][CH2:18]4)[S:12][C:7]=3[C:6](=[O:19])[N:5]=2)[CH2:3][CH2:2]1, predict the reactants needed to synthesize it. The reactants are: [CH:1]1([C:4]2[NH:9][C:8]3[N:10]=[C:11]([N:13]4[CH2:18][CH2:17][O:16][CH2:15][CH2:14]4)[S:12][C:7]=3[C:6](=[O:19])[N:5]=2)[CH2:3][CH2:2]1.C[Si]([N-][Si](C)(C)C)(C)C.[Li+].Br[CH2:31][C:32]1[CH:37]=[CH:36][CH:35]=[C:34]([C:38]([F:41])([F:40])[F:39])[C:33]=1[CH3:42]. (5) Given the product [O:11]1[CH2:16][CH2:15][CH2:14][CH2:13][CH:12]1[O:17][CH:18]1[CH2:19][CH2:20][CH:21]([O:10][C:6]2[CH:5]=[C:4]3[C:9](=[CH:8][CH:7]=2)[NH:1][N:2]=[CH:3]3)[CH2:22][CH2:23]1, predict the reactants needed to synthesize it. The reactants are: [NH:1]1[C:9]2[C:4](=[CH:5][C:6]([OH:10])=[CH:7][CH:8]=2)[CH:3]=[N:2]1.[O:11]1[CH2:16][CH2:15][CH2:14][CH2:13][CH:12]1[O:17][CH:18]1[CH2:23][CH2:22][CH:21](O)[CH2:20][CH2:19]1.C1(P(C2C=CC=CC=2)C2C=CC=CC=2)C=CC=CC=1.N(C(OCC1C=CC=CC=1)=O)=NC(OCC1C=CC=CC=1)=O. (6) The reactants are: [Cl:1][C:2]1[CH:3]=[CH:4][C:5]2[O:9][C:8]([N:10]3[CH2:15][CH2:14][CH2:13][CH2:12][C@H:11]3[C:16]([O:18]CC3C=CC=CC=3)=[O:17])=[N:7][C:6]=2[CH:26]=1.[OH-].[Li+]. Given the product [Cl:1][C:2]1[CH:3]=[CH:4][C:5]2[O:9][C:8]([N:10]3[CH2:15][CH2:14][CH2:13][CH2:12][C@H:11]3[C:16]([OH:18])=[O:17])=[N:7][C:6]=2[CH:26]=1, predict the reactants needed to synthesize it. (7) Given the product [CH2:1]([O:8][C:9]([NH:11][CH2:12][C:13]([O:15][CH:17]([C:23](=[O:24])[CH3:25])[C:18]([O:20][CH2:21][CH3:22])=[O:19])=[O:14])=[O:10])[C:2]1[CH:3]=[CH:4][CH:5]=[CH:6][CH:7]=1, predict the reactants needed to synthesize it. The reactants are: [CH2:1]([O:8][C:9]([NH:11][CH2:12][C:13]([OH:15])=[O:14])=[O:10])[C:2]1[CH:7]=[CH:6][CH:5]=[CH:4][CH:3]=1.Cl[CH:17]([C:23]([CH3:25])=[O:24])[C:18]([O:20][CH2:21][CH3:22])=[O:19].C(N(CC)CC)C.O. (8) The reactants are: Br[C:2]1[CH:7]=[CH:6][C:5]([NH:8][C:9]([NH2:11])=[O:10])=[C:4]([F:12])[CH:3]=1.[Cl:13][C:14]1[CH:15]=[C:16](B(O)O)[CH:17]=[CH:18][C:19]=1[Cl:20].C(=O)([O-])[O-].[Na+].[Na+].C.S([O-])([O-])(=O)=O.[Na+].[Na+]. Given the product [Cl:13][C:14]1[CH:15]=[C:16]([C:2]2[CH:7]=[CH:6][C:5]([NH:8][C:9]([NH2:11])=[O:10])=[C:4]([F:12])[CH:3]=2)[CH:17]=[CH:18][C:19]=1[Cl:20], predict the reactants needed to synthesize it. (9) Given the product [F:16][C:15]1[CH:14]=[C:13]([C:17]([OH:20])([CH3:18])[CH3:19])[CH:12]=[C:11]([F:21])[C:10]=1[C:4]1[S:3][C:2]([NH:1][C:23]2[CH:24]=[CH:25][C:26]([C:30]3[O:34][C:33](=[O:35])[NH:32][N:31]=3)=[C:27]([CH3:29])[N:28]=2)=[C:6]([C:7]([NH2:9])=[O:8])[CH:5]=1, predict the reactants needed to synthesize it. The reactants are: [NH2:1][C:2]1[S:3][C:4]([C:10]2[C:15]([F:16])=[CH:14][C:13]([C:17]([OH:20])([CH3:19])[CH3:18])=[CH:12][C:11]=2[F:21])=[CH:5][C:6]=1[C:7]([NH2:9])=[O:8].Cl[C:23]1[N:28]=[C:27]([CH3:29])[C:26]([C:30]2[O:34][C:33](=[O:35])[NH:32][N:31]=2)=[CH:25][CH:24]=1.